This data is from Reaction yield outcomes from USPTO patents with 853,638 reactions. The task is: Predict the reaction yield, written as a fraction of the theoretical maximum amount of product (1.0 means a 100% yield; for example, 0.34 means a 34% yield). (1) The reactants are [F:1][C:2]([F:30])([F:29])[C:3]1[CH:4]=[C:5]2[C:10](=[CH:11][CH:12]=1)[N:9]=[CH:8][CH:7]=[C:6]2[O:13][CH2:14][CH2:15][CH2:16][CH2:17][CH2:18][O:19][C:20]1[C:21](=[O:28])[CH:22]=[C:23]([CH2:26][OH:27])[O:24][CH:25]=1.C(N(CC)CC)C.[CH3:38][S:39](Cl)(=[O:41])=[O:40]. The catalyst is C(Cl)Cl. The product is [CH3:38][S:39]([O:27][CH2:26][C:23]1[O:24][CH:25]=[C:20]([O:19][CH2:18][CH2:17][CH2:16][CH2:15][CH2:14][O:13][C:6]2[C:5]3[C:10](=[CH:11][CH:12]=[C:3]([C:2]([F:1])([F:29])[F:30])[CH:4]=3)[N:9]=[CH:8][CH:7]=2)[C:21](=[O:28])[CH:22]=1)(=[O:41])=[O:40]. The yield is 0.905. (2) The reactants are [NH2:1][C:2]1[C:3]([F:29])=[CH:4][C:5]([Cl:28])=[C:6]([C:8]2[C:9](=[O:27])[N:10]([CH2:25][CH3:26])[C:11]3[C:16]([CH:17]=2)=[CH:15][N:14]=[C:13]([NH:18][CH:19]2[CH2:23][CH2:22][N:21]([CH3:24])[CH2:20]2)[CH:12]=3)[CH:7]=1.N1C=CC=CC=1.[C:36]1([N:42]=[C:43]=[O:44])[CH:41]=[CH:40][CH:39]=[CH:38][CH:37]=1. The catalyst is C(Cl)Cl. The product is [Cl:28][C:5]1[C:6]([C:8]2[C:9](=[O:27])[N:10]([CH2:25][CH3:26])[C:11]3[C:16]([CH:17]=2)=[CH:15][N:14]=[C:13]([NH:18][CH:19]2[CH2:23][CH2:22][N:21]([CH3:24])[CH2:20]2)[CH:12]=3)=[CH:7][C:2]([NH:1][C:43]([NH:42][C:36]2[CH:41]=[CH:40][CH:39]=[CH:38][CH:37]=2)=[O:44])=[C:3]([F:29])[CH:4]=1. The yield is 0.0840. (3) The reactants are [ClH:1].Cl.[NH2:3][CH:4]1[CH2:9][CH2:8][N:7]([CH2:10][C@H:11]2[N:21]3[C:22]4[N:13]([C:14](=[O:24])[CH:15]=[CH:16][C:17]=4[CH:18]=[CH:19][C:20]3=[O:23])[CH2:12]2)[CH2:6][CH2:5]1.C(N(CC)CC)C.[O:32]1[C:36]2[CH:37]=[C:38]([CH:41]=O)[CH:39]=[CH:40][C:35]=2[CH2:34][CH2:33]1. The catalyst is C(Cl)(Cl)Cl.CO. The product is [ClH:1].[O:32]1[C:36]2[CH:37]=[C:38]([CH2:41][NH:3][CH:4]3[CH2:5][CH2:6][N:7]([CH2:10][C@H:11]4[N:21]5[C:22]6[N:13]([C:14](=[O:24])[CH:15]=[CH:16][C:17]=6[CH:18]=[CH:19][C:20]5=[O:23])[CH2:12]4)[CH2:8][CH2:9]3)[CH:39]=[CH:40][C:35]=2[CH2:34][CH2:33]1. The yield is 0.260. (4) The reactants are [CH:1]([C:5]1[CH:10]=[CH:9][CH:8]=[C:7]([CH:11]([CH2:13][CH3:14])[CH3:12])[C:6]=1[O:15][C:16](=[O:18])[NH2:17])([CH2:3][CH3:4])[CH3:2]. The catalyst is CCCCCC.C(OCC)(=O)C. The product is [C@H:1]([C:5]1[CH:10]=[CH:9][CH:8]=[C:7]([C@@H:11]([CH2:13][CH3:14])[CH3:12])[C:6]=1[O:15][C:16](=[O:18])[NH:17][C@@H:1]([C:5]1[CH:10]=[CH:9][CH:8]=[CH:7][CH:6]=1)[CH3:2])([CH2:3][CH3:4])[CH3:2]. The yield is 0.530.